This data is from Catalyst prediction with 721,799 reactions and 888 catalyst types from USPTO. The task is: Predict which catalyst facilitates the given reaction. (1) Reactant: [CH:1]1(/[C:6](/[N:10]2[CH:14]=[C:13]([C:15]3[C:16]4[CH:23]=[CH:22][N:21]([CH2:24][O:25][CH2:26][CH2:27][Si:28]([CH3:31])([CH3:30])[CH3:29])[C:17]=4[N:18]=[CH:19][N:20]=3)[CH:12]=[N:11]2)=[CH:7]/[C:8]#[N:9])[CH2:5][CH2:4][CH2:3][CH2:2]1.[H][H]. Product: [CH:1]1([C@@H:6]([N:10]2[CH:14]=[C:13]([C:15]3[C:16]4[CH:23]=[CH:22][N:21]([CH2:24][O:25][CH2:26][CH2:27][Si:28]([CH3:29])([CH3:31])[CH3:30])[C:17]=4[N:18]=[CH:19][N:20]=3)[CH:12]=[N:11]2)[CH2:7][C:8]#[N:9])[CH2:5][CH2:4][CH2:3][CH2:2]1. The catalyst class is: 2. (2) Reactant: [O:1]1[C:5]([C:6]2[CH:11]=[CH:10][C:9]([NH:12][C:13]3[N:14]=[C:15]([NH:23][CH2:24][CH:25]4[CH2:30][CH2:29][O:28][CH2:27][CH2:26]4)[C:16]4[CH2:22][NH:21][CH2:20][CH2:19][C:17]=4[N:18]=3)=[CH:8][CH:7]=2)=[CH:4][N:3]=[CH:2]1.[C:31](O)(=O)C.C=O. Product: [CH3:31][N:21]1[CH2:20][CH2:19][C:17]2[N:18]=[C:13]([NH:12][C:9]3[CH:8]=[CH:7][C:6]([C:5]4[O:1][CH:2]=[N:3][CH:4]=4)=[CH:11][CH:10]=3)[N:14]=[C:15]([NH:23][CH2:24][CH:25]3[CH2:26][CH2:27][O:28][CH2:29][CH2:30]3)[C:16]=2[CH2:22]1. The catalyst class is: 5. (3) Reactant: [CH3:1][O:2][C:3]1[CH:12]=[CH:11][C:10]2[C:5](=[CH:6][C:7]3[CH2:17][CH2:16][NH:15][CH2:14][CH2:13][C:8]=3[CH:9]=2)[N:4]=1.ClC1C=CC2C(=CC3CCN([C:34](=[O:39])[C:35]([F:38])([F:37])[F:36])CCC=3C=2)N=1.C[O-].[Na+]. Product: [F:36][C:35]([F:38])([F:37])[C:34]([OH:39])=[O:2].[CH3:1][O:2][C:3]1[CH:12]=[CH:11][C:10]2[C:5](=[CH:6][C:7]3[CH2:17][CH2:16][NH:15][CH2:14][CH2:13][C:8]=3[CH:9]=2)[N:4]=1. The catalyst class is: 5. (4) Reactant: [CH3:1][N:2]([C:19]1[C:20]2[CH:27]=[CH:26][NH:25][C:21]=2[N:22]=[CH:23][N:24]=1)[CH:3]1[CH2:11][CH2:10][C@@H:9]2[C@@H:5]([CH2:6][N:7](C(OC(C)(C)C)=O)[CH2:8]2)[CH2:4]1.[ClH:28]. Product: [ClH:28].[CH3:1][N:2]([CH:3]1[CH2:11][CH2:10][C@@H:9]2[C@@H:5]([CH2:6][NH:7][CH2:8]2)[CH2:4]1)[C:19]1[C:20]2[CH:27]=[CH:26][NH:25][C:21]=2[N:22]=[CH:23][N:24]=1. The catalyst class is: 5. (5) Reactant: [NH2:1][C:2]1[CH:15]=[CH:14][C:13]([N+:16]([O-:18])=[O:17])=[CH:12][C:3]=1[C:4]([C:6]1[CH:11]=[CH:10][CH:9]=[CH:8][CH:7]=1)=O.NS(O)(=O)=O.[C:24]([O:30][C:31](C)(C)[CH3:32])(=[O:29])[CH2:25][C:26]([CH3:28])=O. Product: [CH3:28][C:26]1[C:25]([C:24]([O:30][CH2:31][CH3:32])=[O:29])=[C:4]([C:6]2[CH:11]=[CH:10][CH:9]=[CH:8][CH:7]=2)[C:3]2[C:2](=[CH:15][CH:14]=[C:13]([N+:16]([O-:18])=[O:17])[CH:12]=2)[N:1]=1. The catalyst class is: 13. (6) Product: [CH3:27][C:26]1[C:21]([NH:20][C:17]([CH:14]2[CH2:13][CH2:12][N:11]([C:9]([O:8][CH2:1][C:2]3[CH:3]=[CH:4][CH:5]=[CH:6][CH:7]=3)=[O:10])[CH2:16][CH2:15]2)=[O:19])=[N:22][CH:23]=[CH:24][CH:25]=1. Reactant: [CH2:1]([O:8][C:9]([N:11]1[CH2:16][CH2:15][CH:14]([C:17]([OH:19])=O)[CH2:13][CH2:12]1)=[O:10])[C:2]1[CH:7]=[CH:6][CH:5]=[CH:4][CH:3]=1.[NH2:20][C:21]1[C:26]([CH3:27])=[CH:25][CH:24]=[CH:23][N:22]=1.C(Cl)CCl.C1C=NC2N(O)N=NC=2C=1. The catalyst class is: 3.